Dataset: Catalyst prediction with 721,799 reactions and 888 catalyst types from USPTO. Task: Predict which catalyst facilitates the given reaction. (1) Reactant: C(=O)([O-])[O-].[K+].[K+].[CH2:7]([S:14][C:15]1[N:19]([CH3:20])[N:18]=[CH:17][C:16]=1[C:21]([NH:23][OH:24])=[O:22])[C:8]1[CH:13]=[CH:12][CH:11]=[CH:10][CH:9]=1.[CH2:25](Br)[CH:26]=[CH2:27].Cl. Product: [CH2:27]([O:24][NH:23][C:21]([C:16]1[CH:17]=[N:18][N:19]([CH3:20])[C:15]=1[S:14][CH2:7][C:8]1[CH:9]=[CH:10][CH:11]=[CH:12][CH:13]=1)=[O:22])[CH:26]=[CH2:25]. The catalyst class is: 226. (2) Reactant: [NH2:1][C@@H:2]([C:6]1[CH:11]=[CH:10][CH:9]=[C:8]([Br:12])[CH:7]=1)[CH2:3][CH2:4][OH:5].[CH3:13][C:14]([O:17][C:18](O[C:18]([O:17][C:14]([CH3:16])([CH3:15])[CH3:13])=[O:19])=[O:19])([CH3:16])[CH3:15].CCN(CC)CC. Product: [Br:12][C:8]1[CH:7]=[C:6]([C@H:2]([NH:1][C:18](=[O:19])[O:17][C:14]([CH3:16])([CH3:15])[CH3:13])[CH2:3][CH2:4][OH:5])[CH:11]=[CH:10][CH:9]=1. The catalyst class is: 5. (3) Reactant: C([N:14]1[CH2:17][C:16]([NH:21][CH2:22][CH3:23])([C:18]([NH2:20])=[O:19])[CH2:15]1)(C1C=CC=CC=1)C1C=CC=CC=1.[ClH:24].CCOCC. Product: [ClH:24].[CH2:22]([NH:21][C:16]1([C:18]([NH2:20])=[O:19])[CH2:17][NH:14][CH2:15]1)[CH3:23]. The catalyst class is: 5. (4) The catalyst class is: 341. Product: [C:20]([C:22]1[CH:23]=[C:24]([S:28]([N:7]2[C@@H:2]([CH3:1])[CH2:3][N:4]([CH2:9][C:10]([NH:12][C:13]3[CH:18]=[CH:17][CH:16]=[CH:15][C:14]=3[CH3:19])=[O:11])[CH2:5][C@H:6]2[CH3:8])(=[O:30])=[O:29])[CH:25]=[CH:26][CH:27]=1)#[N:21]. Reactant: [CH3:1][CH:2]1[NH:7][CH:6]([CH3:8])[CH2:5][N:4]([CH2:9][C:10]([NH:12][C:13]2[CH:18]=[CH:17][CH:16]=[CH:15][C:14]=2[CH3:19])=[O:11])[CH2:3]1.[C:20]([C:22]1[CH:23]=[C:24]([S:28](Cl)(=[O:30])=[O:29])[CH:25]=[CH:26][CH:27]=1)#[N:21]. (5) Reactant: [Cl:1][C:2]1[CH:3]=[C:4]([CH:12]=[CH:13][C:14]=1[Cl:15])[O:5][CH:6]1[CH2:11][CH2:10][NH:9][CH2:8][CH2:7]1.Br[CH2:17][CH2:18][CH2:19][N:20]1[C:28](=[O:29])[C:27]2[C:22](=[CH:23][CH:24]=[CH:25][CH:26]=2)[C:21]1=[O:30].C(N(CC)CC)C. Product: [Cl:1][C:2]1[CH:3]=[C:4]([CH:12]=[CH:13][C:14]=1[Cl:15])[O:5][CH:6]1[CH2:11][CH2:10][N:9]([CH2:17][CH2:18][CH2:19][N:20]2[C:28](=[O:29])[C:27]3[C:22](=[CH:23][CH:24]=[CH:25][CH:26]=3)[C:21]2=[O:30])[CH2:8][CH2:7]1. The catalyst class is: 4.